This data is from Reaction yield outcomes from USPTO patents with 853,638 reactions. The task is: Predict the reaction yield, written as a fraction of the theoretical maximum amount of product (1.0 means a 100% yield; for example, 0.34 means a 34% yield). (1) The reactants are [CH:1]1([N:7]([CH:19]2[CH2:24][CH2:23][CH2:22][CH2:21][CH2:20]2)[C:8](=[O:18])[NH:9][C:10]2[S:11][C:12]([C:15](O)=[O:16])=[CH:13][N:14]=2)[CH2:6][CH2:5][CH2:4][CH2:3][CH2:2]1.Cl.[CH3:26][O:27][C:28](=[O:31])[CH2:29][NH2:30]. No catalyst specified. The product is [CH3:26][O:27][C:28](=[O:31])[CH2:29][NH:30][C:15]([C:12]1[S:11][C:10]([NH:9][C:8]([N:7]([CH:19]2[CH2:24][CH2:23][CH2:22][CH2:21][CH2:20]2)[CH:1]2[CH2:6][CH2:5][CH2:4][CH2:3][CH2:2]2)=[O:18])=[N:14][CH:13]=1)=[O:16]. The yield is 0.750. (2) The reactants are [N+:1]([C:4]1[CH:9]=[CH:8][C:7]([CH2:10][N:11]2[C:19]3[CH2:18][CH2:17][CH2:16][CH2:15][C:14]=3[C:13]([C:20]([F:23])([F:22])[F:21])=[N:12]2)=[CH:6][CH:5]=1)([O-])=O.[BH4-].[Na+]. The catalyst is CO.[Pd].O. The product is [F:23][C:20]([F:21])([F:22])[C:13]1[C:14]2[CH2:15][CH2:16][CH2:17][CH2:18][C:19]=2[N:11]([CH2:10][C:7]2[CH:6]=[CH:5][C:4]([NH2:1])=[CH:9][CH:8]=2)[N:12]=1. The yield is 0.430. (3) The reactants are [N+:1]([C:4]1[CH:9]=[CH:8][CH:7]=[CH:6][C:5]=1[OH:10])([O-:3])=[O:2].Br[CH2:12][CH2:13][CH3:14].C([O-])([O-])=O.[K+].[K+]. The catalyst is CN(C=O)C.CCOC(C)=O. The product is [N+:1]([C:4]1[CH:9]=[CH:8][CH:7]=[CH:6][C:5]=1[O:10][CH2:12][CH2:13][CH3:14])([O-:3])=[O:2]. The yield is 0.860. (4) The reactants are C(=O)([O-])[O-].[K+].[K+].[CH3:7][C@@H:8]1[C:12]2[NH:13][C:14](B3OC(C)(C)C(C)(C)O3)=[CH:15][C:11]=2[C:10](=[O:25])[NH:9]1.Br[C:27]1[CH:28]=[CH:29][CH:30]=[C:31]2[C:36]=1[N:35]=[C:34]([NH:37][C:38]([CH3:41])([CH3:40])[CH3:39])[N:33]=[C:32]2[NH2:42]. The catalyst is O1CCOCC1.O.[Pd+2]. The product is [NH2:42][C:32]1[C:31]2[C:36](=[C:27]([C:14]3[NH:13][C:12]4[C@@H:8]([CH3:7])[NH:9][C:10](=[O:25])[C:11]=4[CH:15]=3)[CH:28]=[CH:29][CH:30]=2)[N:35]=[C:34]([NH:37][C:38]([CH3:41])([CH3:40])[CH3:39])[N:33]=1. The yield is 0.490. (5) The reactants are [Cl:1][C:2]1[CH:9]=[C:8](F)[C:5]([CH:6]=O)=[C:4]([F:11])[CH:3]=1.C(=O)(O)O.C(=O)(O)O.[NH2:20][C:21]([NH2:23])=[NH:22].O. The catalyst is CC(N(C)C)=O. The product is [Cl:1][C:2]1[CH:9]=[C:8]2[C:5]([CH:6]=[N:20][C:21]([NH2:23])=[N:22]2)=[C:4]([F:11])[CH:3]=1. The yield is 0.630. (6) The reactants are C[O:2][C:3](=[O:34])[C@@H:4]([CH2:27][CH:28]1[CH2:33][CH2:32][CH2:31][CH2:30][CH2:29]1)[CH2:5][CH2:6][NH:7][C@@H:8]1[C@@H:17]([O:18][CH3:19])[CH2:16][C:15]2[C:10](=[CH:11][C:12]([C:20](=[O:22])[NH2:21])=[CH:13][CH:14]=2)[C:9]1([CH2:25][CH3:26])[CH2:23][CH3:24].[OH-].[Na+]. The catalyst is CO. The product is [C:20]([C:12]1[CH:11]=[C:10]2[C:15]([CH2:16][C@H:17]([O:18][CH3:19])[C@@H:8]([NH:7][CH2:6][CH2:5][C@H:4]([CH2:27][CH:28]3[CH2:29][CH2:30][CH2:31][CH2:32][CH2:33]3)[C:3]([OH:34])=[O:2])[C:9]2([CH2:23][CH3:24])[CH2:25][CH3:26])=[CH:14][CH:13]=1)(=[O:22])[NH2:21]. The yield is 0.982. (7) The reactants are [NH2:1][CH2:2][C:3]1[C:4]([CH3:13])=[CH:5][C:6]([CH2:11][OH:12])=[N:7][C:8]=1[O:9][CH3:10].[Br:14][C:15]1[CH:16]=[C:17]([C:28](O)=[O:29])[C:18]2[C:19]([CH3:27])=[CH:20][N:21]([CH:24]([CH3:26])[CH3:25])[C:22]=2[CH:23]=1.C1C=NC2N(O)N=NC=2C=1.C(Cl)CCl. The catalyst is ClCCl.CN(C=O)C.CCOC(C)=O. The product is [Br:14][C:15]1[CH:16]=[C:17]([C:28]([NH:1][CH2:2][C:3]2[C:8]([O:9][CH3:10])=[N:7][C:6]([CH2:11][OH:12])=[CH:5][C:4]=2[CH3:13])=[O:29])[C:18]2[C:19]([CH3:27])=[CH:20][N:21]([CH:24]([CH3:25])[CH3:26])[C:22]=2[CH:23]=1. The yield is 1.00. (8) The reactants are [CH2:1]([C:5]1[N:6]=[C:7]2[C:12]([Cl:13])=[CH:11][CH:10]=[CH:9][N:8]2[CH:14]=1)[CH2:2][C:3]#[CH:4].Br[C:16]1[CH:21]=[CH:20][CH:19]=[C:18]([CH2:22][F:23])[N:17]=1. No catalyst specified. The product is [Cl:13][C:12]1[C:7]2[N:8]([CH:14]=[C:5]([CH2:1][CH2:2][C:3]#[C:4][C:16]3[CH:21]=[CH:20][CH:19]=[C:18]([CH2:22][F:23])[N:17]=3)[N:6]=2)[CH:9]=[CH:10][CH:11]=1. The yield is 0.550. (9) The yield is 0.930. The product is [C:17]([O:16][C:10]1[CH:9]=[CH:8][C:7]([Cl:6])=[CH:15][C:11]=1[C:12]([OH:14])=[O:13])(=[O:19])[CH3:18]. No catalyst specified. The reactants are S(=O)(=O)(O)O.[Cl:6][C:7]1[CH:15]=[C:11]([C:12]([OH:14])=[O:13])[C:10]([OH:16])=[CH:9][CH:8]=1.[C:17](OC(=O)C)(=[O:19])[CH3:18].